From a dataset of Forward reaction prediction with 1.9M reactions from USPTO patents (1976-2016). Predict the product of the given reaction. (1) Given the reactants [CH3:1][N:2]1[CH2:7][CH2:6][N:5]([CH2:8][C:9]#[CH:10])[CH2:4][CH2:3]1.[F:11][C:12]1[CH:13]=[C:14]([CH:16]=[CH:17][C:18]=1[O:19][C:20]1[CH:25]=[CH:24][N:23]=[C:22]2[CH:26]=[C:27](I)[S:28][C:21]=12)[NH2:15], predict the reaction product. The product is: [F:11][C:12]1[CH:13]=[C:14]([NH2:15])[CH:16]=[CH:17][C:18]=1[O:19][C:20]1[CH:25]=[CH:24][N:23]=[C:22]2[CH:26]=[C:27]([C:10]#[C:9][CH2:8][N:5]3[CH2:6][CH2:7][N:2]([CH3:1])[CH2:3][CH2:4]3)[S:28][C:21]=12. (2) The product is: [CH2:45]([C@H:23]([NH:17][C:15](=[O:16])[C@@H:14]([NH:13][C:11]([C:2]1[CH:3]=[CH:4][C:5]2[C:10](=[CH:9][CH:8]=[CH:7][CH:6]=2)[N:1]=1)=[O:12])[CH2:18][C:19]([NH2:21])=[O:20])[C@@H:24]([OH:44])[CH:25]([NH:26][S:27]([C:30]1[CH:31]=[CH:32][C:33]([O:36][CH3:37])=[CH:34][CH:35]=1)(=[O:28])=[O:29])[O:84][CH:83]1[CH2:85][CH2:94][CH2:93][CH2:92]1)[C:46]1[CH:51]=[CH:50][CH:49]=[CH:48][CH:47]=1. Given the reactants [N:1]1[C:10]2[C:5](=[CH:6][CH:7]=[CH:8][CH:9]=2)[CH:4]=[CH:3][C:2]=1[C:11]([NH:13][CH:14]([CH2:18][C:19]([NH2:21])=[O:20])[C:15]([NH2:17])=[O:16])=[O:12].N[C@@H:23]([CH2:45][C:46]1[CH:51]=[CH:50][CH:49]=[CH:48][CH:47]=1)[C@H:24]([OH:44])[CH2:25][N:26](OC1CCCC1)[S:27]([C:30]1[CH:35]=[CH:34][C:33]([O:36][CH3:37])=[CH:32][CH:31]=1)(=[O:29])=[O:28].Cl.CN(C)CCCN=C=NCC.ON1C2C=CC=CC=2N=N1.Cl.NC(=O)C[C@H](N[C:83]([C:85]1[CH:94]=[CH:93][C:92]2C(=CC=CC=2)N=1)=[O:84])C(O)=O.C(N(CC)C(C)C)(C)C, predict the reaction product. (3) Given the reactants [F:1][C:2]([F:19])([F:18])[O:3][C:4]1[CH:17]=[CH:16][C:7]([O:8][C:9]2[CH:14]=[CH:13][N+:12]([O-])=[CH:11][CH:10]=2)=[CH:6][CH:5]=1.C([O-])=O.[NH4+], predict the reaction product. The product is: [F:19][C:2]([F:1])([F:18])[O:3][C:4]1[CH:5]=[CH:6][C:7]([O:8][C:9]2[CH:10]=[CH:11][N:12]=[CH:13][CH:14]=2)=[CH:16][CH:17]=1. (4) Given the reactants [NH2:1][C:2]1[S:3][C:4]2[CH:10]=[C:9]([O:11][C:12]3[CH:13]=[C:14]([NH:18][C:19](=[O:31])[C:20]4[CH:25]=[CH:24][CH:23]=[C:22]([C:26]5([C:29]#[N:30])[CH2:28][CH2:27]5)[CH:21]=4)[CH:15]=[CH:16][CH:17]=3)[CH:8]=[CH:7][C:5]=2[N:6]=1.Cl.Cl.[CH3:34][N:35]1[CH2:40][CH2:39][N:38]([CH2:41][C:42](O)=[O:43])[CH2:37][CH2:36]1.Cl.C(N=C=NCCCN(C)C)C.C(N(CC)CC)C, predict the reaction product. The product is: [C:29]([C:26]1([C:22]2[CH:21]=[C:20]([CH:25]=[CH:24][CH:23]=2)[C:19]([NH:18][C:14]2[CH:15]=[CH:16][CH:17]=[C:12]([O:11][C:9]3[CH:8]=[CH:7][C:5]4[N:6]=[C:2]([NH:1][C:42](=[O:43])[CH2:41][N:38]5[CH2:39][CH2:40][N:35]([CH3:34])[CH2:36][CH2:37]5)[S:3][C:4]=4[CH:10]=3)[CH:13]=2)=[O:31])[CH2:27][CH2:28]1)#[N:30]. (5) Given the reactants [C:1]([N:8]([CH3:14])[C@H:9]([C:11]([OH:13])=O)[CH3:10])([O:3][C:4]([CH3:7])([CH3:6])[CH3:5])=[O:2].C1C=CC2N(O)N=NC=2C=1.CN(C(ON1N=NC2C=CC=CC1=2)=[N+](C)C)C.F[P-](F)(F)(F)(F)F.[NH2:49][C@@H:50]([CH:71]1[CH2:76][CH2:75][CH2:74][CH2:73][CH2:72]1)[C:51]([N:53]1[CH2:57][CH2:56][CH2:55][C@H:54]1[C:58]1[CH:63]=[CH:62][CH:61]=[C:60]([O:64][C:65]2[CH:70]=[CH:69][CH:68]=[CH:67][CH:66]=2)[CH:59]=1)=[O:52].CCN(C(C)C)C(C)C, predict the reaction product. The product is: [C:4]([O:3][C:1](=[O:2])[N:8]([C@H:9]([C:11](=[O:13])[NH:49][C@@H:50]([CH:71]1[CH2:76][CH2:75][CH2:74][CH2:73][CH2:72]1)[C:51](=[O:52])[N:53]1[CH2:57][CH2:56][CH2:55][C@H:54]1[C:58]1[CH:63]=[CH:62][CH:61]=[C:60]([O:64][C:65]2[CH:66]=[CH:67][CH:68]=[CH:69][CH:70]=2)[CH:59]=1)[CH3:10])[CH3:14])([CH3:5])([CH3:6])[CH3:7].